Dataset: Peptide-MHC class II binding affinity with 134,281 pairs from IEDB. Task: Regression. Given a peptide amino acid sequence and an MHC pseudo amino acid sequence, predict their binding affinity value. This is MHC class II binding data. (1) The peptide sequence is IHKASTVLAFPAGVC. The MHC is HLA-DQA10501-DQB10201 with pseudo-sequence HLA-DQA10501-DQB10201. The binding affinity (normalized) is 0.351. (2) The peptide sequence is KKPVKLASIVKASFEEG. The MHC is HLA-DQA10102-DQB10501 with pseudo-sequence HLA-DQA10102-DQB10501. The binding affinity (normalized) is 0.677. (3) The peptide sequence is LIGFGLRTLWSPRER. The MHC is DRB1_0901 with pseudo-sequence DRB1_0901. The binding affinity (normalized) is 0.522.